This data is from Catalyst prediction with 721,799 reactions and 888 catalyst types from USPTO. The task is: Predict which catalyst facilitates the given reaction. (1) Reactant: [CH2:1]([NH2:11])/[CH:2]=[C:3](/[CH2:5][CH2:6][CH:7]=[C:8]([CH3:10])[CH3:9])\[CH3:4].C(N(CC)CC)C.[C:19]([O:22][CH:23]([CH3:27])[C:24](Cl)=[O:25])(=[O:21])[CH3:20]. Product: [CH2:1]([NH:11][C:24](=[O:25])[CH:23]([O:22][C:19](=[O:21])[CH3:20])[CH3:27])/[CH:2]=[C:3](/[CH2:5][CH2:6][CH:7]=[C:8]([CH3:10])[CH3:9])\[CH3:4]. The catalyst class is: 266. (2) Reactant: [F:1][C:2]1[CH:3]=[C:4]([NH:8][C:9]([C:11]2[NH:12][C:13]3[C:18]([CH:19]=2)=[CH:17][C:16]([CH:20]2[CH2:24][CH2:23][NH:22][CH2:21]2)=[CH:15][CH:14]=3)=[O:10])[CH:5]=[N:6][CH:7]=1.C(N(CC)C(C)C)(C)C.Cl[C:35]1[N:40]=[N:39][C:38]([C:41]#[N:42])=[CH:37][CH:36]=1. Product: [C:41]([C:38]1[N:39]=[N:40][C:35]([N:22]2[CH2:23][CH2:24][CH:20]([C:16]3[CH:17]=[C:18]4[C:13](=[CH:14][CH:15]=3)[NH:12][C:11]([C:9]([NH:8][C:4]3[CH:5]=[N:6][CH:7]=[C:2]([F:1])[CH:3]=3)=[O:10])=[CH:19]4)[CH2:21]2)=[CH:36][CH:37]=1)#[N:42]. The catalyst class is: 514.